This data is from Reaction yield outcomes from USPTO patents with 853,638 reactions. The task is: Predict the reaction yield, written as a fraction of the theoretical maximum amount of product (1.0 means a 100% yield; for example, 0.34 means a 34% yield). (1) The reactants are Cl[C:2]1[C:3]2[CH2:17][CH2:16][CH2:15][C:4]=2[N:5]=[C:6]([C:8]2[CH:13]=[CH:12][CH:11]=[C:10]([Cl:14])[CH:9]=2)[N:7]=1.[C:18]1(C)[CH:23]=CC([Mg]Br)=[CH:20][CH:19]=1.[CH2:27]1[CH2:31][O:30][CH2:29][CH2:28]1. No catalyst specified. The product is [Cl:14][C:10]1[CH:9]=[C:8]([C:6]2[N:7]=[C:2]([C:29]([C:28]3[CH:27]=[CH:31][C:19]([CH3:20])=[CH:18][CH:23]=3)=[O:30])[C:3]3[CH2:17][CH2:16][CH2:15][C:4]=3[N:5]=2)[CH:13]=[CH:12][CH:11]=1. The yield is 0.370. (2) The reactants are Br[C:2]1[CH:3]=[CH:4][C:5]2[N:10]([C:11](=[O:13])[CH3:12])[C@@H:9]([CH3:14])[CH2:8][N:7]([C:15]([CH:17]3[CH2:19][CH2:18]3)=[O:16])[C:6]=2[N:20]=1.BrC1C=CC2N(C(=O)C)[C@@H](C)CNC=2N=1.C1(C(Cl)=O)CC1.BrC1C=C2C(=CC=1)N(C(=O)C)[C@@H](C)CN2C(C1CC1)=O.[C:62]1([OH:68])[CH:67]=[CH:66][CH:65]=[CH:64][CH:63]=1.C(=O)([O-])[O-].[Cs+].[Cs+]. The catalyst is C(OCC)(=O)C.[Cu]I.C(#N)C. The product is [CH:17]1([C:15]([N:7]2[CH2:8][C@H:9]([CH3:14])[N:10]([C:11](=[O:13])[CH3:12])[C:5]3[CH:4]=[CH:3][C:2]([O:68][C:62]4[CH:67]=[CH:66][CH:65]=[CH:64][CH:63]=4)=[N:20][C:6]2=3)=[O:16])[CH2:19][CH2:18]1. The yield is 0.560. (3) The reactants are [CH3:1][C:2]1[CH:7]=[CH:6][N:5]=[CH:4][C:3]=1[N:8]1[CH2:12][CH2:11][NH:10][C:9]1=[O:13].I[C:15]1[N:19]2[CH:20]=[CH:21][CH:22]=[CH:23][C:18]2=[N:17][CH:16]=1.N[C@@H]1CCCC[C@H]1N.P([O-])([O-])([O-])=O.[K+].[K+].[K+]. The catalyst is [Cu](I)I.O1CCOCC1. The product is [N:17]1[CH:16]=[C:15]([N:10]2[CH2:11][CH2:12][N:8]([C:3]3[CH:4]=[N:5][CH:6]=[CH:7][C:2]=3[CH3:1])[C:9]2=[O:13])[N:19]2[CH:20]=[CH:21][CH:22]=[CH:23][C:18]=12. The yield is 0.198.